This data is from Peptide-MHC class II binding affinity with 134,281 pairs from IEDB. The task is: Regression. Given a peptide amino acid sequence and an MHC pseudo amino acid sequence, predict their binding affinity value. This is MHC class II binding data. (1) The peptide sequence is EKKYFAQTQFEPLAA. The MHC is HLA-DPA10103-DPB10401 with pseudo-sequence HLA-DPA10103-DPB10401. The binding affinity (normalized) is 1.00. (2) The MHC is DRB1_0301 with pseudo-sequence DRB1_0301. The binding affinity (normalized) is 0.290. The peptide sequence is SGLFQFIFFLLLAGR.